Predict the product of the given reaction. From a dataset of Forward reaction prediction with 1.9M reactions from USPTO patents (1976-2016). (1) Given the reactants C1C(=O)N([Br:8])C(=O)C1.[CH3:9][C:10](=[CH2:21])[C:11]([N:13]1[CH2:17][CH2:16][CH2:15][C@@H:14]1[C:18]([OH:20])=[O:19])=[O:12], predict the reaction product. The product is: [Br:8][CH2:21][C@:10]1([CH3:9])[O:19][C:18](=[O:20])[C@H:14]2[CH2:15][CH2:16][CH2:17][N:13]2[C:11]1=[O:12]. (2) The product is: [CH:23]1([NH:28][C:2]2[C:3]([CH3:22])=[N:4][C:5]3[C:10]([N:11]=2)=[C:9]([C:12]2[NH:20][C:19]4[CH2:18][CH2:17][NH:16][C:15](=[O:21])[C:14]=4[CH:13]=2)[CH:8]=[CH:7][CH:6]=3)[CH2:27][CH2:26][CH2:25][CH2:24]1. Given the reactants F[C:2]1[C:3]([CH3:22])=[N:4][C:5]2[C:10]([N:11]=1)=[C:9]([C:12]1[NH:20][C:19]3[CH2:18][CH2:17][NH:16][C:15](=[O:21])[C:14]=3[CH:13]=1)[CH:8]=[CH:7][CH:6]=2.[CH:23]1([NH2:28])[CH2:27][CH2:26][CH2:25][CH2:24]1.CO.C(Cl)Cl, predict the reaction product. (3) Given the reactants Br[C:2]1[N:6]([CH3:7])[CH:5]=[N:4][C:3]=1[C:8]1[CH:13]=[C:12]([C:14]#[N:15])[CH:11]=[CH:10][N:9]=1.[Cl:16][C:17]1[CH:18]=[C:19](B(O)O)[CH:20]=[CH:21][C:22]=1[Cl:23], predict the reaction product. The product is: [Cl:16][C:17]1[CH:18]=[C:19]([C:2]2[N:6]([CH3:7])[CH:5]=[N:4][C:3]=2[C:8]2[CH:13]=[C:12]([C:14]#[N:15])[CH:11]=[CH:10][N:9]=2)[CH:20]=[CH:21][C:22]=1[Cl:23]. (4) Given the reactants [F:1][C:2]1[C:7]([F:8])=[CH:6][CH:5]=[CH:4][C:3]=1[C:9]1[N:30]=[C:12]2[CH:13]=[N:14][N:15]([CH2:17][C:18]3[O:22][N:21]=[C:20]([C:23]4[CH:28]=[CH:27][C:26](I)=[CH:25][CH:24]=4)[CH:19]=3)[CH:16]=[C:11]2[N:10]=1.[I-].[F:32][C:33]([F:39])([F:38])[CH2:34][CH2:35][CH2:36][Zn+].[I-], predict the reaction product. The product is: [F:1][C:2]1[C:7]([F:8])=[CH:6][CH:5]=[CH:4][C:3]=1[C:9]1[N:30]=[C:12]2[CH:13]=[N:14][N:15]([CH2:17][C:18]3[O:22][N:21]=[C:20]([C:23]4[CH:28]=[CH:27][C:26]([CH2:36][CH2:35][CH2:34][C:33]([F:39])([F:38])[F:32])=[CH:25][CH:24]=4)[CH:19]=3)[CH:16]=[C:11]2[N:10]=1. (5) Given the reactants [NH2:1][C:2]1[CH:3]=[C:4]([C:8]#[C:9][C:10]2[C:11]([NH2:17])=[N:12][CH:13]=[N:14][C:15]=2[NH2:16])[CH:5]=[CH:6][CH:7]=1.C(N(CC)CC)C.[C:25]([C:29]1[O:33][N:32]=[C:31]([NH:34][C:35](=O)[O:36]C2C=CC=CC=2)[CH:30]=1)([CH3:28])([CH3:27])[CH3:26], predict the reaction product. The product is: [C:25]([C:29]1[O:33][N:32]=[C:31]([NH:34][C:35]([NH:1][C:2]2[CH:7]=[CH:6][CH:5]=[C:4]([C:8]#[C:9][C:10]3[C:15]([NH2:16])=[N:14][CH:13]=[N:12][C:11]=3[NH2:17])[CH:3]=2)=[O:36])[CH:30]=1)([CH3:28])([CH3:26])[CH3:27]. (6) Given the reactants [CH:1]1[C:13]2[CH:12]([CH2:14][O:15][C:16]([N:18]3[CH2:23][C@@H:22]([C:24](=[O:47])[NH:25][CH2:26][C:27]4([CH2:41][CH2:42][CH2:43][CH2:44][O:45][CH3:46])[C:40]5[CH:39]=[CH:38][CH:37]=[CH:36][C:35]=5[O:34][C:33]5[C:28]4=[CH:29][CH:30]=[CH:31][CH:32]=5)[CH2:21][C@@H:20]([NH2:48])[CH2:19]3)=[O:17])[C:11]3[C:6](=[CH:7][CH:8]=[CH:9][CH:10]=3)[C:5]=2[CH:4]=[CH:3][CH:2]=1.[CH:49]([C:51]1[CH:56]=[CH:55][C:54]([S:57](Cl)(=[O:59])=[O:58])=[CH:53][CH:52]=1)=[O:50], predict the reaction product. The product is: [CH:1]1[C:13]2[CH:12]([CH2:14][O:15][C:16]([N:18]3[CH2:23][C@@H:22]([C:24](=[O:47])[NH:25][CH2:26][C:27]4([CH2:41][CH2:42][CH2:43][CH2:44][O:45][CH3:46])[C:40]5[CH:39]=[CH:38][CH:37]=[CH:36][C:35]=5[O:34][C:33]5[C:28]4=[CH:29][CH:30]=[CH:31][CH:32]=5)[CH2:21][C@@H:20]([NH:48][S:57]([C:54]4[CH:53]=[CH:52][C:51]([CH:49]=[O:50])=[CH:56][CH:55]=4)(=[O:59])=[O:58])[CH2:19]3)=[O:17])[C:11]3[C:6](=[CH:7][CH:8]=[CH:9][CH:10]=3)[C:5]=2[CH:4]=[CH:3][CH:2]=1. (7) Given the reactants [CH:1]1([NH:6][C:7]2[CH:8]=[C:9]([CH2:24][S:25]([CH3:28])(=[O:27])=[O:26])[CH:10]=[C:11]3[C:15]=2[NH:14][C:13]([C:16]2[S:17][CH2:18][C@@H:19]([CH2:21][CH2:22]I)[N:20]=2)=[CH:12]3)[CH2:5][CH2:4][CH2:3][CH2:2]1.[NH:29]1[CH2:34][CH2:33][O:32][CH2:31][CH2:30]1, predict the reaction product. The product is: [CH:1]1([NH:6][C:7]2[CH:8]=[C:9]([CH2:24][S:25]([CH3:28])(=[O:27])=[O:26])[CH:10]=[C:11]3[C:15]=2[NH:14][C:13]([C:16]2[S:17][CH2:18][C@@H:19]([CH2:21][CH2:22][N:29]4[CH2:34][CH2:33][O:32][CH2:31][CH2:30]4)[N:20]=2)=[CH:12]3)[CH2:5][CH2:4][CH2:3][CH2:2]1. (8) The product is: [F:44][C:45]1([F:50])[CH2:49][CH2:48][N:47]([C:8]([C:7]2[CH:6]=[CH:5][C:4]([B:1]([OH:2])[OH:3])=[CH:12][CH:11]=2)=[O:10])[CH2:46]1. Given the reactants [B:1]([C:4]1[CH:12]=[CH:11][C:7]([C:8]([OH:10])=O)=[CH:6][CH:5]=1)([OH:3])[OH:2].Cl.CN(C)CCCN=C=NCC.ON1C2C=CC=CC=2N=N1.C(N(CC)C(C)C)(C)C.[F:44][C:45]1([F:50])[CH2:49][CH2:48][NH:47][CH2:46]1, predict the reaction product. (9) Given the reactants [C-:1]1(C[OH:7])[CH:5]=[CH:4][CH:3]=[CH:2]1.[CH-:8]1[CH:12]=[CH:11][CH:10]=[CH:9]1.[Fe+2:13].[H-].[Na+].F[C:17]1[CH:18]=[C:19]([CH:22]=[CH:23][C:24]=1[C:25]([F:28])([F:27])[F:26])[C:20]#[N:21], predict the reaction product. The product is: [C-:8]1([O:7][C:22]2[CH:23]=[C:24]([C:25]([F:28])([F:27])[F:26])[CH:17]=[CH:18][C:19]=2[C:20]#[N:21])[CH:12]=[CH:11][CH:10]=[CH:9]1.[CH-:1]1[CH:5]=[CH:4][CH:3]=[CH:2]1.[Fe+2:13]. (10) Given the reactants C([O:5][C:6]([CH:8]1[CH:12]([C:13]2[CH:18]=[CH:17][CH:16]=[C:15]([Cl:19])[C:14]=2[F:20])[C:11]([C:23]2[CH:28]=[CH:27][C:26]([Cl:29])=[CH:25][C:24]=2[F:30])([C:21]#[N:22])[CH:10]([CH3:31])[N:9]1[CH2:32][C:33]1[CH:38]=[CH:37][CH:36]=[C:35]([O:39][CH3:40])[CH:34]=1)=[O:7])(C)(C)C.FC(F)(F)C(O)=O, predict the reaction product. The product is: [Cl:19][C:15]1[C:14]([F:20])=[C:13]([CH:12]2[C:11]([C:23]3[CH:28]=[CH:27][C:26]([Cl:29])=[CH:25][C:24]=3[F:30])([C:21]#[N:22])[CH:10]([CH3:31])[N:9]([CH2:32][C:33]3[CH:38]=[CH:37][CH:36]=[C:35]([O:39][CH3:40])[CH:34]=3)[CH:8]2[C:6]([OH:7])=[O:5])[CH:18]=[CH:17][CH:16]=1.